From a dataset of Full USPTO retrosynthesis dataset with 1.9M reactions from patents (1976-2016). Predict the reactants needed to synthesize the given product. Given the product [F:1][C:2]1[CH:3]=[CH:4][C:5]([N:8]2[C:16]3[CH:15]=[C:14]4[CH2:17][CH2:18][C@H:19]5[C:24]([C@@:13]4([CH3:30])[CH2:12][C:11]=3[CH:10]=[N:9]2)=[CH:23][CH2:22][C@@H:21]([C:25]([F:27])([F:26])[F:28])[C@@H:20]5[NH:29][C:35](=[O:36])[C:34]2[CH:38]=[CH:39][CH:40]=[C:32]([CH3:31])[CH:33]=2)=[CH:6][CH:7]=1, predict the reactants needed to synthesize it. The reactants are: [F:1][C:2]1[CH:7]=[CH:6][C:5]([N:8]2[C:16]3[CH:15]=[C:14]4[CH2:17][CH2:18][C@H:19]5[C:24]([C@@:13]4([CH3:30])[CH2:12][C:11]=3[CH:10]=[N:9]2)=[CH:23][CH2:22][C@@H:21]([C:25]([F:28])([F:27])[F:26])[C@@H:20]5[NH2:29])=[CH:4][CH:3]=1.[CH3:31][C:32]1[CH:33]=[C:34]([CH:38]=[CH:39][CH:40]=1)[C:35](Cl)=[O:36].